Dataset: Forward reaction prediction with 1.9M reactions from USPTO patents (1976-2016). Task: Predict the product of the given reaction. (1) Given the reactants [F:1][C:2]1[C:3]([N+:10]([O-:12])=[O:11])=[C:4]([CH:6]=[C:7](F)[CH:8]=1)[NH2:5].C([O-])([O-])=O.[Cs+].[Cs+].[OH:19][C:20]1[CH:27]=[CH:26][C:23]([CH:24]=[O:25])=[CH:22][CH:21]=1.O, predict the reaction product. The product is: [NH2:5][C:4]1[CH:6]=[C:7]([O:19][C:20]2[CH:27]=[CH:26][C:23]([CH:24]=[O:25])=[CH:22][CH:21]=2)[CH:8]=[C:2]([F:1])[C:3]=1[N+:10]([O-:12])=[O:11]. (2) Given the reactants [CH3:1][C:2]([CH3:31])([CH3:30])[C:3]#[C:4][C:5]1[CH:18]=[CH:17][C:16]2[O:15][C:14]3[C:9](=[CH:10][C:11]([C:19]4[CH:20]=[N:21][CH:22]=[N:23][CH:24]=4)=[CH:12][CH:13]=3)[C@@:8]3([CH2:28][O:27][C:26]([NH2:29])=[N:25]3)[C:7]=2[CH:6]=1, predict the reaction product. The product is: [CH3:1][C:2]([CH3:31])([CH3:30])[CH2:3][CH2:4][C:5]1[CH:18]=[CH:17][C:16]2[O:15][C:14]3[C:9](=[CH:10][C:11]([C:19]4[CH:20]=[N:21][CH:22]=[N:23][CH:24]=4)=[CH:12][CH:13]=3)[C@@:8]3([CH2:28][O:27][C:26]([NH2:29])=[N:25]3)[C:7]=2[CH:6]=1.